This data is from Forward reaction prediction with 1.9M reactions from USPTO patents (1976-2016). The task is: Predict the product of the given reaction. (1) Given the reactants [NH2:1][C:2]1[CH:7]=[CH:6][CH:5]=[CH:4][C:3]=1[NH:8][C:9]1[C:22]([O:23][CH2:24][C:25]2[CH:30]=[CH:29][CH:28]=[CH:27][CH:26]=2)=[CH:21][C:20]2[C@:19]34[CH2:31][CH2:32][N:33]([C:34]([O:36][CH2:37][C:38]5[CH:43]=[CH:42][CH:41]=[CH:40][CH:39]=5)=[O:35])[C@@H:13]([C@@H:14]3[CH2:15][CH2:16][CH2:17][CH2:18]4)[CH2:12][C:11]=2[C:10]=1[Br:44].[CH3:45][S:46](Cl)(=[O:48])=[O:47].O, predict the reaction product. The product is: [CH2:24]([O:23][C:22]1[C:9]([NH:8][C:3]2[CH:4]=[CH:5][CH:6]=[CH:7][C:2]=2[NH:1][S:46]([CH3:45])(=[O:48])=[O:47])=[C:10]([Br:44])[C:11]2[CH2:12][C@H:13]3[N:33]([C:34]([O:36][CH2:37][C:38]4[CH:43]=[CH:42][CH:41]=[CH:40][CH:39]=4)=[O:35])[CH2:32][CH2:31][C@@:19]4([C:20]=2[CH:21]=1)[C@H:14]3[CH2:15][CH2:16][CH2:17][CH2:18]4)[C:25]1[CH:30]=[CH:29][CH:28]=[CH:27][CH:26]=1. (2) Given the reactants FC(F)(F)C(O)=O.[CH2:8]([O:15][CH2:16][C@@H:17]([C:19]([NH:21][CH2:22][C:23]([O:25]C)=O)=[O:20])[NH2:18])[C:9]1[CH:14]=[CH:13][CH:12]=[CH:11][CH:10]=1, predict the reaction product. The product is: [CH2:8]([O:15][CH2:16][CH:17]1[NH:18][C:23](=[O:25])[CH2:22][NH:21][C:19]1=[O:20])[C:9]1[CH:14]=[CH:13][CH:12]=[CH:11][CH:10]=1. (3) The product is: [CH2:1]([O:5][CH2:6][CH2:7][O:8][C:9]1[CH:14]=[CH:13][C:12]([C:15]2[CH:16]=[CH:17][C:18]3[N:25]([CH:26]=[O:27])[CH2:24][CH2:23][CH2:22][C:21]([C:28]([OH:30])=[O:29])=[CH:20][C:19]=3[CH:32]=2)=[CH:11][CH:10]=1)[CH2:2][CH2:3][CH3:4]. Given the reactants [CH2:1]([O:5][CH2:6][CH2:7][O:8][C:9]1[CH:14]=[CH:13][C:12]([C:15]2[CH:16]=[CH:17][C:18]3[N:25]([CH:26]=[O:27])[CH2:24][CH2:23][CH2:22][C:21]([C:28]([O:30]C)=[O:29])=[CH:20][C:19]=3[CH:32]=2)=[CH:11][CH:10]=1)[CH2:2][CH2:3][CH3:4].O1CCCC1.[OH-].[Na+].Cl, predict the reaction product. (4) Given the reactants C[O:2][C:3](=[O:13])[C:4]#[C:5][C:6]1[CH:11]=[CH:10][C:9]([CH3:12])=[CH:8][CH:7]=1.O[Li].O.O, predict the reaction product. The product is: [C:9]1([CH3:12])[CH:8]=[CH:7][C:6]([C:5]#[C:4][C:3]([OH:13])=[O:2])=[CH:11][CH:10]=1. (5) Given the reactants [NH2:1][C@H:2]([C:10]([NH2:12])=[O:11])[CH2:3][C:4]1[CH:9]=[CH:8][CH:7]=[CH:6][CH:5]=1.[CH2:13]1[CH2:19][S:16](=[O:18])(=[O:17])[O:15][CH2:14]1, predict the reaction product. The product is: [C:10]([C@@H:2]([NH:1][CH2:14][CH2:13][CH2:19][S:16]([OH:18])(=[O:17])=[O:15])[CH2:3][C:4]1[CH:9]=[CH:8][CH:7]=[CH:6][CH:5]=1)(=[O:11])[NH2:12]. (6) Given the reactants [C:1](Cl)(=[O:3])[CH3:2].[Cl:5][C:6]1[CH:7]=[C:8]([NH:13][C:14]2[C:15]3[N:24]=[C:23]([Cl:25])[NH:22][CH2:21][C:16]=3[N:17]=[C:18]([Cl:20])[N:19]=2)[CH:9]=[CH:10][C:11]=1[F:12].C(N(C(C)C)C(C)C)C, predict the reaction product. The product is: [Cl:25][C:23]1[N:22]([C:1](=[O:3])[CH3:2])[CH2:21][C:16]2[N:17]=[C:18]([Cl:20])[N:19]=[C:14]([NH:13][C:8]3[CH:9]=[CH:10][C:11]([F:12])=[C:6]([Cl:5])[CH:7]=3)[C:15]=2[N:24]=1. (7) The product is: [C:1]([O:5][C:6](=[O:23])[NH:7][C:8]1[CH:13]=[C:12]([O:14][C:15]2[N:16]=[C:17]3[S:24][C:25]([NH2:26])=[N:21][C:18]3=[CH:19][CH:20]=2)[CH:11]=[CH:10][C:9]=1[F:22])([CH3:4])([CH3:2])[CH3:3]. Given the reactants [C:1]([O:5][C:6](=[O:23])[NH:7][C:8]1[CH:13]=[C:12]([O:14][C:15]2[CH:20]=[CH:19][C:18]([NH2:21])=[CH:17][N:16]=2)[CH:11]=[CH:10][C:9]=1[F:22])([CH3:4])([CH3:3])[CH3:2].[S-:24][C:25]#[N:26].[K+].BrBr, predict the reaction product. (8) Given the reactants [CH3:1][O:2][CH2:3][C:4]1[O:5][CH:6]=[N:7][N:8]=1.[Li]CCCC.[N:14]#N.CCOCC.[C:21]([C@:28](N)([CH2:31][CH3:32])[CH:29]=[O:30])([O:23][C:24]([CH3:27])([CH3:26])[CH3:25])=[O:22], predict the reaction product. The product is: [C:21]([CH:28]([CH2:31][CH3:32])[C@@:29]([NH2:14])([C:6]1[O:5][C:4]([CH2:3][O:2][CH3:1])=[N:8][N:7]=1)[OH:30])([O:23][C:24]([CH3:27])([CH3:26])[CH3:25])=[O:22]. (9) Given the reactants Cl.Cl.Cl.[O:4]1[C:8]2=[C:9]([N:13]3[CH2:18][CH2:17][N:16]([CH2:19][CH2:20][CH:21]4[CH2:26][CH2:25][CH:24]([NH2:27])[CH2:23][CH2:22]4)[CH2:15][CH2:14]3)[N:10]=[CH:11][CH:12]=[C:7]2[CH:6]=[CH:5]1.[O:28]1[CH2:33][CH2:32][CH:31]([CH2:34][C:35](O)=[O:36])[CH2:30][CH2:29]1, predict the reaction product. The product is: [O:4]1[C:8]2=[C:9]([N:13]3[CH2:18][CH2:17][N:16]([CH2:19][CH2:20][C@H:21]4[CH2:26][CH2:25][C@H:24]([NH:27][C:35](=[O:36])[CH2:34][CH:31]5[CH2:32][CH2:33][O:28][CH2:29][CH2:30]5)[CH2:23][CH2:22]4)[CH2:15][CH2:14]3)[N:10]=[CH:11][CH:12]=[C:7]2[CH:6]=[CH:5]1.